This data is from Full USPTO retrosynthesis dataset with 1.9M reactions from patents (1976-2016). The task is: Predict the reactants needed to synthesize the given product. (1) Given the product [F:29][C:30]1[CH:31]=[C:32]([CH:36]=[CH:37][CH:38]=1)[C:33]([N:15]1[CH2:16][CH2:17][C:13]2([CH2:12][CH2:11][N:10]3[C:19](=[O:21])[CH:20]=[C:7]([C:4]4[CH:5]=[CH:6][N:1]=[CH:2][N:3]=4)[N:8]=[C:9]3[NH:18]2)[CH2:14]1)=[O:34], predict the reactants needed to synthesize it. The reactants are: [N:1]1[CH:6]=[CH:5][C:4]([C:7]2[N:8]=[C:9]3[NH:18][C:13]4([CH2:17][CH2:16][NH:15][CH2:14]4)[CH2:12][CH2:11][N:10]3[C:19](=[O:21])[CH:20]=2)=[N:3][CH:2]=1.C(N(CC)CC)C.[F:29][C:30]1[CH:31]=[C:32]([CH:36]=[CH:37][CH:38]=1)[C:33](Cl)=[O:34].[Cl-].[NH4+]. (2) Given the product [Cl:1][C:2]1[CH:18]=[CH:17][C:5]2[CH2:6][CH2:7][N:8]([C:11](=[O:16])[C:12]([F:15])([F:13])[F:14])[CH2:9][CH2:10][C:4]=2[C:3]=1[NH:37][CH2:36][C:35]1[CH:38]=[CH:39][C:32]([C:30](=[O:31])[CH2:29][C:28]([CH3:27])([CH3:41])[CH3:42])=[C:33]([F:40])[CH:34]=1, predict the reactants needed to synthesize it. The reactants are: [Cl:1][C:2]1[CH:18]=[CH:17][C:5]2[CH2:6][CH2:7][N:8]([C:11](=[O:16])[C:12]([F:15])([F:14])[F:13])[CH2:9][CH2:10][C:4]=2[C:3]=1OS(C(F)(F)F)(=O)=O.[CH3:27][C:28]([CH3:42])([CH3:41])[CH2:29][C:30]([C:32]1[CH:39]=[CH:38][C:35]([CH2:36][NH2:37])=[CH:34][C:33]=1[F:40])=[O:31].C1C=CC(P(C2C(C3C(P(C4C=CC=CC=4)C4C=CC=CC=4)=CC=C4C=3C=CC=C4)=C3C(C=CC=C3)=CC=2)C2C=CC=CC=2)=CC=1.C(=O)([O-])[O-].[Cs+].[Cs+]. (3) Given the product [CH:14]1([NH:13][C:11]([C:9]2[NH:8][C:7]3=[CH:2][N:3]=[CH:4][CH:5]=[C:6]3[CH:10]=2)=[O:12])[CH2:15][CH2:16][CH2:17][CH2:18][CH2:19]1, predict the reactants needed to synthesize it. The reactants are: Cl[C:2]1[N:3]=[CH:4][CH:5]=[C:6]2[CH:10]=[C:9]([C:11]([NH:13][CH:14]3[CH2:19][CH2:18][CH2:17][CH2:16][CH2:15]3)=[O:12])[NH:8][C:7]=12.C(N(CC)CC)C. (4) Given the product [F:16][C:17]([F:18])([F:19])[O:20][C:21]1[CH:22]=[CH:23][C:24]([C:27]#[C:28][C:2]2[N:7]=[N:6][C:5]3[O:8][C:9]4[CH:15]=[CH:14][CH:13]=[CH:12][C:10]=4[O:11][C:4]=3[CH:3]=2)=[CH:25][CH:26]=1, predict the reactants needed to synthesize it. The reactants are: I[C:2]1[N:7]=[N:6][C:5]2[O:8][C:9]3[CH:15]=[CH:14][CH:13]=[CH:12][C:10]=3[O:11][C:4]=2[CH:3]=1.[F:16][C:17]([O:20][C:21]1[CH:26]=[CH:25][C:24]([C:27]#[CH:28])=[CH:23][CH:22]=1)([F:19])[F:18].C(N(CC)CC)C.CN(C)C=O. (5) The reactants are: [Cl:1][C:2]1[CH:7]=[CH:6][C:5]([S:8]([C:11]2[CH:16]=[CH:15][CH:14]=[CH:13][CH:12]=2)(=[O:10])=[O:9])=[CH:4][C:3]=1[S:17]([NH:20][C:21]([CH3:27])([C:23](OC)=[O:24])[CH3:22])(=[O:19])=[O:18].[H-].C([Al+]CC(C)C)C(C)C.C1(C)C=CC=CC=1. Given the product [Cl:1][C:2]1[CH:7]=[CH:6][C:5]([S:8]([C:11]2[CH:16]=[CH:15][CH:14]=[CH:13][CH:12]=2)(=[O:10])=[O:9])=[CH:4][C:3]=1[S:17]([NH:20][C:21]([CH3:27])([CH3:22])[CH2:23][OH:24])(=[O:18])=[O:19], predict the reactants needed to synthesize it. (6) Given the product [CH3:1][C:2]1[CH:3]=[CH:4][C:5]([C:8]2[CH:9]=[C:10]([CH:15]=[C:16]([C:18]3[N:22]([CH3:23])[CH:21]=[N:20][N:19]=3)[CH:17]=2)[C:11]([OH:13])=[O:12])=[N:6][CH:7]=1, predict the reactants needed to synthesize it. The reactants are: [CH3:1][C:2]1[CH:3]=[CH:4][C:5]([C:8]2[CH:9]=[C:10]([CH:15]=[C:16]([C:18]3[N:22]([CH3:23])[CH:21]=[N:20][N:19]=3)[CH:17]=2)[C:11]([O:13]C)=[O:12])=[N:6][CH:7]=1.[OH-].[Li+].Cl. (7) Given the product [Cl:1][C:2]1[CH:3]=[CH:4][C:5]2[NH:11][C:10]3[CH:12]=[CH:13][CH:14]=[CH:15][C:9]=3[C:8]([N:23]3[CH2:22][CH:21]([CH3:25])[NH:20][CH:19]([CH3:18])[CH2:24]3)=[N:7][C:6]=2[CH:17]=1, predict the reactants needed to synthesize it. The reactants are: [Cl:1][C:2]1[CH:3]=[CH:4][C:5]2[NH:11][C:10]3[CH:12]=[CH:13][CH:14]=[CH:15][C:9]=3[C:8](=O)[NH:7][C:6]=2[CH:17]=1.[CH3:18][CH:19]1[CH2:24][NH:23][CH2:22][CH:21]([CH3:25])[NH:20]1. (8) Given the product [Cl:1][C:2]1[CH:3]=[C:4]([C:10]([N:12]2[C:17]3[CH:18]=[CH:19][CH:20]=[CH:21][C:16]=3[O:15][CH2:14][CH2:13]2)=[O:11])[CH:5]=[C:6]([Cl:9])[C:7]=1[O:8][CH3:22], predict the reactants needed to synthesize it. The reactants are: [Cl:1][C:2]1[CH:3]=[C:4]([C:10]([N:12]2[C:17]3[CH:18]=[CH:19][CH:20]=[CH:21][C:16]=3[O:15][CH2:14][CH2:13]2)=[O:11])[CH:5]=[C:6]([Cl:9])[C:7]=1[OH:8].[C:22](=O)([O-])[O-].[K+].[K+].IC. (9) Given the product [CH2:1]([O:8][C:9]1[CH:10]=[CH:11][C:12]([C@@H:20]([OH:23])[CH2:21][Br:22])=[C:13]2[C:18]=1[NH:17][C:16](=[O:19])[CH:15]=[CH:14]2)[C:2]1[CH:3]=[CH:4][CH:5]=[CH:6][CH:7]=1, predict the reactants needed to synthesize it. The reactants are: [CH2:1]([O:8][C:9]1[CH:10]=[CH:11][C:12]([C:20](=[O:23])[CH2:21][Br:22])=[C:13]2[C:18]=1[NH:17][C:16](=[O:19])[CH:15]=[CH:14]2)[C:2]1[CH:7]=[CH:6][CH:5]=[CH:4][CH:3]=1.CO.